This data is from Catalyst prediction with 721,799 reactions and 888 catalyst types from USPTO. The task is: Predict which catalyst facilitates the given reaction. (1) Reactant: [NH2:1][C:2]1[C:3]([F:23])=[CH:4][C:5]([CH3:22])=[C:6]([C:8]2[C:9](=[O:21])[N:10]([CH2:19][CH3:20])[C:11]3[C:16]([CH:17]=2)=[CH:15][N:14]=[C:13]([Cl:18])[CH:12]=3)[CH:7]=1.[C:24]1([N:30]=[C:31]=[O:32])[CH:29]=[CH:28][CH:27]=[CH:26][CH:25]=1. Product: [Cl:18][C:13]1[CH:12]=[C:11]2[C:16]([CH:17]=[C:8]([C:6]3[C:5]([CH3:22])=[CH:4][C:3]([F:23])=[C:2]([NH:1][C:31]([NH:30][C:24]4[CH:29]=[CH:28][CH:27]=[CH:26][CH:25]=4)=[O:32])[CH:7]=3)[C:9](=[O:21])[N:10]2[CH2:19][CH3:20])=[CH:15][N:14]=1. The catalyst class is: 1. (2) Reactant: Br[C:2]1[CH:7]=[CH:6][CH:5]=[CH:4][C:3]=1[CH2:8][CH2:9][C:10]([N:12]([CH:22]([CH3:24])[CH3:23])[NH:13][C:14](=[O:21])[C:15]1[CH:20]=[CH:19][CH:18]=[CH:17][CH:16]=1)=[O:11].C([O-])([O-])=O.[Na+].[Na+].[CH3:31][C:32]1[CH:33]=[C:34](B(O)O)[CH:35]=[CH:36][CH:37]=1. The catalyst class is: 57. Product: [CH:22]([N:12]([C:10](=[O:11])[CH2:9][CH2:8][C:3]1[CH:4]=[CH:5][CH:6]=[CH:7][C:2]=1[C:36]1[CH:35]=[CH:34][CH:33]=[C:32]([CH3:31])[CH:37]=1)[NH:13][C:14](=[O:21])[C:15]1[CH:20]=[CH:19][CH:18]=[CH:17][CH:16]=1)([CH3:24])[CH3:23].